Dataset: Full USPTO retrosynthesis dataset with 1.9M reactions from patents (1976-2016). Task: Predict the reactants needed to synthesize the given product. (1) Given the product [CH:21]([C:17]1[N:16]([CH2:8][C:9]([O:11][CH2:12][CH3:13])=[O:10])[CH:20]=[CH:19][N:18]=1)=[O:22], predict the reactants needed to synthesize it. The reactants are: C(=O)([O-])[O-].[K+].[K+].Cl[CH2:8][C:9]([O:11][CH2:12][CH3:13])=[O:10].[I-].[K+].[NH:16]1[CH:20]=[CH:19][N:18]=[C:17]1[CH:21]=[O:22]. (2) Given the product [CH:20]([N:18]1[CH:19]=[C:15]([N:10]2[CH2:11][CH2:12][N:8]([C:3]3[CH:4]=[N:5][CH:6]=[CH:7][C:2]=3[CH3:1])[C:9]2=[O:13])[CH:16]=[N:17]1)([CH3:22])[CH3:21], predict the reactants needed to synthesize it. The reactants are: [CH3:1][C:2]1[CH:7]=[CH:6][N:5]=[CH:4][C:3]=1[N:8]1[CH2:12][CH2:11][NH:10][C:9]1=[O:13].I[C:15]1[CH:16]=[N:17][N:18]([CH:20]([CH3:22])[CH3:21])[CH:19]=1.N[C@@H]1CCCC[C@H]1N.P([O-])([O-])([O-])=O.[K+].[K+].[K+]. (3) Given the product [CH:42]12[N:45]([CH2:1][CH2:4][C:5]3[CH:6]=[CH:7][C:8]([CH2:9][CH2:10][CH2:11][NH:12][C:13]4[CH:18]=[CH:17][CH:16]=[CH:15][C:14]=4[C@@H:19]4[CH2:28][CH2:27][C:26]5[CH:25]=[C:24]([OH:29])[CH:23]=[CH:22][C:21]=5[CH2:20]4)=[CH:36][CH:37]=3)[CH:39]([CH2:44][CH2:43]1)[CH2:40][CH2:41]2, predict the reactants needed to synthesize it. The reactants are: [C:1]([CH2:4][C:5]1[CH:37]=[CH:36][C:8]([CH2:9][CH2:10][CH2:11][NH:12][C:13]2[CH:18]=[CH:17][CH:16]=[CH:15][C:14]=2[C@@H:19]2[CH2:28][CH2:27][C:26]3[CH:25]=[C:24]([O:29]C(=O)C(C)(C)C)[CH:23]=[CH:22][C:21]=3[CH2:20]2)=[CH:7][CH:6]=1)(O)=O.Cl.[CH:39]12[NH:45][CH:42]([CH2:43][CH2:44]1)[CH2:41][CH2:40]2. (4) Given the product [C:30]([O:29][C:28](=[O:34])[NH:27][C@@H:22]([CH2:23][CH:24]([CH3:26])[CH3:25])[CH:20]([O:19][C:2]1[CH:3]=[CH:4][C:5]2[C:14]3[C:9](=[C:10]([CH3:15])[N:11]=[CH:12][CH:13]=3)[C:8](=[O:16])[N:7]([CH3:17])[C:6]=2[CH:18]=1)[CH3:21])([CH3:32])([CH3:33])[CH3:31], predict the reactants needed to synthesize it. The reactants are: Cl[C:2]1[CH:3]=[CH:4][C:5]2[C:14]3[C:9](=[C:10]([CH3:15])[N:11]=[CH:12][CH:13]=3)[C:8](=[O:16])[N:7]([CH3:17])[C:6]=2[CH:18]=1.[OH:19][CH:20]([C@@H:22]([NH:27][C:28](=[O:34])[O:29][C:30]([CH3:33])([CH3:32])[CH3:31])[CH2:23][CH:24]([CH3:26])[CH3:25])[CH3:21].C([O-])([O-])=O.[Cs+].[Cs+].C(P(C(C)(C)C)C1C=CC=CC=1C1C(C(C)C)=CC(C(C)C)=CC=1C(C)C)(C)(C)C. (5) The reactants are: Br[C@H:2]1[C@H:7]([OH:8])[CH2:6][CH2:5][CH2:4][C@@H:3]1[N:9]1[C:17](=[O:18])[C:16]2[C:11](=[CH:12][CH:13]=[CH:14][CH:15]=2)[C:10]1=[O:19].C([SnH](CCCC)CCCC)CCC.C1(C)C=CC=CC=1.N(/C(C)(C)C#N)=N\C(C)(C)C#N. Given the product [OH:8][C@@H:7]1[CH2:6][CH2:5][CH2:4][C@H:3]([N:9]2[C:10](=[O:19])[C:11]3[C:16](=[CH:15][CH:14]=[CH:13][CH:12]=3)[C:17]2=[O:18])[CH2:2]1, predict the reactants needed to synthesize it. (6) Given the product [Cl:1][CH2:2][C:3]1[N:4]([CH2:26][O:25][CH2:24][CH2:23][Si:22]([CH3:29])([CH3:28])[CH3:21])[C:5]2[CH:11]=[CH:10][CH:9]=[CH:8][C:6]=2[N:7]=1, predict the reactants needed to synthesize it. The reactants are: [Cl:1][CH2:2][C:3]1[NH:4][C:5]2[CH:11]=[CH:10][CH:9]=[CH:8][C:6]=2[N:7]=1.C(N(CC)C(C)C)(C)C.[CH3:21][Si:22]([CH3:29])([CH3:28])[CH2:23][CH2:24][O:25][CH2:26]Cl. (7) Given the product [CH3:14][O:15][C:16]1[CH:17]=[C:18]2[C:23](=[CH:24][CH:25]=1)[CH:22]=[C:21]([C@H:26]([CH3:36])[C:27]([O:29][CH:30]1[CH:34]([O:35][C:2]([O:4][CH:5]([Cl:7])[CH3:6])=[O:3])[CH2:33][O:32][CH2:31]1)=[O:28])[CH:20]=[CH:19]2, predict the reactants needed to synthesize it. The reactants are: Cl[C:2]([O:4][CH:5]([Cl:7])[CH3:6])=[O:3].N1C=CC=CC=1.[CH3:14][O:15][C:16]1[CH:17]=[C:18]2[C:23](=[CH:24][CH:25]=1)[CH:22]=[C:21]([C@H:26]([CH3:36])[C:27]([O:29][CH:30]1[CH:34]([OH:35])[CH2:33][O:32][CH2:31]1)=[O:28])[CH:20]=[CH:19]2.